Dataset: NCI-60 drug combinations with 297,098 pairs across 59 cell lines. Task: Regression. Given two drug SMILES strings and cell line genomic features, predict the synergy score measuring deviation from expected non-interaction effect. (1) Drug 1: CCC1=C2CN3C(=CC4=C(C3=O)COC(=O)C4(CC)O)C2=NC5=C1C=C(C=C5)O. Cell line: SK-MEL-28. Drug 2: C(CN)CNCCSP(=O)(O)O. Synergy scores: CSS=28.8, Synergy_ZIP=-3.04, Synergy_Bliss=0.241, Synergy_Loewe=-82.9, Synergy_HSA=2.41. (2) Drug 1: CS(=O)(=O)CCNCC1=CC=C(O1)C2=CC3=C(C=C2)N=CN=C3NC4=CC(=C(C=C4)OCC5=CC(=CC=C5)F)Cl. Drug 2: CCN(CC)CCNC(=O)C1=C(NC(=C1C)C=C2C3=C(C=CC(=C3)F)NC2=O)C. Cell line: NCI-H226. Synergy scores: CSS=-3.98, Synergy_ZIP=1.62, Synergy_Bliss=0.904, Synergy_Loewe=-3.73, Synergy_HSA=-3.19. (3) Drug 1: C1CC(=O)NC(=O)C1N2CC3=C(C2=O)C=CC=C3N. Drug 2: CC1=CC=C(C=C1)C2=CC(=NN2C3=CC=C(C=C3)S(=O)(=O)N)C(F)(F)F. Cell line: OVCAR-5. Synergy scores: CSS=3.24, Synergy_ZIP=-2.76, Synergy_Bliss=-4.15, Synergy_Loewe=-4.46, Synergy_HSA=-4.43. (4) Drug 1: C1=C(C(=O)NC(=O)N1)N(CCCl)CCCl. Drug 2: CC12CCC3C(C1CCC2OP(=O)(O)O)CCC4=C3C=CC(=C4)OC(=O)N(CCCl)CCCl.[Na+]. Cell line: KM12. Synergy scores: CSS=1.63, Synergy_ZIP=-6.54, Synergy_Bliss=-15.3, Synergy_Loewe=-13.2, Synergy_HSA=-13.2. (5) Drug 1: C1=NC2=C(N1)C(=S)N=C(N2)N. Drug 2: C1CC(C1)(C(=O)O)C(=O)O.[NH2-].[NH2-].[Pt+2]. Cell line: UACC-257. Synergy scores: CSS=7.27, Synergy_ZIP=-11.3, Synergy_Bliss=-14.7, Synergy_Loewe=-21.8, Synergy_HSA=-13.0. (6) Drug 1: C1CN1C2=NC(=NC(=N2)N3CC3)N4CC4. Drug 2: C1CN(CCN1C(=O)CCBr)C(=O)CCBr. Cell line: NCI-H522. Synergy scores: CSS=41.0, Synergy_ZIP=-14.0, Synergy_Bliss=-5.98, Synergy_Loewe=0.555, Synergy_HSA=2.22. (7) Drug 1: CN1CCC(CC1)COC2=C(C=C3C(=C2)N=CN=C3NC4=C(C=C(C=C4)Br)F)OC. Drug 2: CS(=O)(=O)C1=CC(=C(C=C1)C(=O)NC2=CC(=C(C=C2)Cl)C3=CC=CC=N3)Cl. Cell line: UACC-257. Synergy scores: CSS=5.62, Synergy_ZIP=-0.428, Synergy_Bliss=4.04, Synergy_Loewe=-1.36, Synergy_HSA=1.62. (8) Drug 1: C1=CC(=CC=C1C#N)C(C2=CC=C(C=C2)C#N)N3C=NC=N3. Drug 2: C1=NC2=C(N=C(N=C2N1C3C(C(C(O3)CO)O)O)F)N. Cell line: SNB-75. Synergy scores: CSS=-1.50, Synergy_ZIP=-0.125, Synergy_Bliss=-0.847, Synergy_Loewe=-2.02, Synergy_HSA=-1.87.